Predict the product of the given reaction. From a dataset of Forward reaction prediction with 1.9M reactions from USPTO patents (1976-2016). The product is: [C:1]([N:32]1[C@@H:31]([C:25]2[CH:26]=[CH:27][CH:28]=[CH:29][CH:30]=2)[CH2:35][O:34][C:33]1=[O:36])(=[O:7])[CH2:2][CH2:3][CH2:4][C:5]#[CH:6]. Given the reactants [C:1](O)(=[O:7])[CH2:2][CH2:3][CH2:4][C:5]#[CH:6].C(N(CC)CC)C.CC(C)(C)C(Cl)=O.[Cl-].[Li+].[C:25]1([C@H:31]2[CH2:35][O:34][C:33](=[O:36])[NH:32]2)[CH:30]=[CH:29][CH:28]=[CH:27][CH:26]=1, predict the reaction product.